The task is: Predict the reactants needed to synthesize the given product.. This data is from Full USPTO retrosynthesis dataset with 1.9M reactions from patents (1976-2016). Given the product [CH3:13][C:7]1([C:5]([O:4][CH2:2][CH3:3])=[O:6])[CH2:12][CH2:11][N:10]([CH:29]2[CH2:30][CH2:31][CH2:32][N:26]([C:24]([O:23][CH2:21][CH3:22])=[O:25])[CH2:27][CH2:28]2)[CH2:9][CH2:8]1, predict the reactants needed to synthesize it. The reactants are: Cl.[CH2:2]([O:4][C:5]([C:7]1([CH3:13])[CH2:12][CH2:11][NH:10][CH2:9][CH2:8]1)=[O:6])[CH3:3].C([O-])([O-])=O.[K+].[K+].O.[CH2:21]([O:23][C:24]([N:26]1[CH2:32][CH2:31][CH2:30][C:29](=O)[CH2:28][CH2:27]1)=[O:25])[CH3:22].